Dataset: Full USPTO retrosynthesis dataset with 1.9M reactions from patents (1976-2016). Task: Predict the reactants needed to synthesize the given product. (1) Given the product [NH2:1][C:2]1[N:7]=[C:6]([C:8]2[CH:13]=[C:12]([Cl:14])[CH:11]=[CH:10][C:9]=2[OH:15])[CH:5]=[C:4]([NH:22][C:21]2[CH:23]=[CH:24][C:18]([Cl:17])=[CH:19][CH:20]=2)[N:3]=1, predict the reactants needed to synthesize it. The reactants are: [NH2:1][C:2]1[N:7]=[C:6]([C:8]2[CH:13]=[C:12]([Cl:14])[CH:11]=[CH:10][C:9]=2[OH:15])[CH:5]=[C:4](Cl)[N:3]=1.[Cl:17][C:18]1[CH:24]=[CH:23][C:21]([NH2:22])=[CH:20][CH:19]=1. (2) The reactants are: [C:1]([O:5][C:6]([NH:8][CH2:9][C@H:10]1[CH2:15][CH2:14][C@H:13]([C:16]([NH:18][C@H:19]([C:39](O)=[O:40])[CH2:20][C:21]2[CH:26]=[CH:25][C:24]([C:27]3[C:28]([CH3:38])=[N:29][C:30]([C:33]([O:35][CH2:36][CH3:37])=[O:34])=[CH:31][CH:32]=3)=[CH:23][CH:22]=2)=[O:17])[CH2:12][CH2:11]1)=[O:7])([CH3:4])([CH3:3])[CH3:2].[NH2:42][C:43]1[CH:52]=[CH:51][C:46]2=[N:47][C:48](=[O:50])[N:49]=[C:45]2[CH:44]=1.F[P-](F)(F)(F)(F)F.CN(C(ON1C2=NC=CC=C2N=N1)=[N+](C)C)C.O. Given the product [C:1]([O:5][C:6]([NH:8][CH2:9][C@H:10]1[CH2:15][CH2:14][C@H:13]([C:16]([NH:18][C@H:19]([C:39](=[O:40])[NH:42][C:43]2[CH:52]=[CH:51][C:46]3[NH:47][C:48](=[O:50])[NH:49][C:45]=3[CH:44]=2)[CH2:20][C:21]2[CH:22]=[CH:23][C:24]([C:27]3[CH:32]=[CH:31][C:30]([C:33]([O:35][CH2:36][CH3:37])=[O:34])=[N:29][C:28]=3[CH3:38])=[CH:25][CH:26]=2)=[O:17])[CH2:12][CH2:11]1)=[O:7])([CH3:2])([CH3:3])[CH3:4], predict the reactants needed to synthesize it. (3) Given the product [ClH:20].[ClH:20].[OH:1][CH2:2][CH2:3][N:4]([CH2:5][CH2:6][OH:7])[C:8]1[CH:13]=[CH:12][C:11]([NH2:14])=[CH:10][CH:9]=1, predict the reactants needed to synthesize it. The reactants are: [OH:1][CH2:2][CH2:3][N:4]([C:8]1[CH:13]=[CH:12][C:11]([N+:14]([O-])=O)=[CH:10][CH:9]=1)[CH2:5][CH2:6][OH:7].O.O.[Sn](Cl)[Cl:20].N. (4) Given the product [CH:1]1([C:4]2[N:9]=[C:8]([CH2:10][NH2:11])[CH:7]=[CH:6][C:5]=2[O:12][CH3:13])[CH2:2][CH2:3]1, predict the reactants needed to synthesize it. The reactants are: [CH:1]1([C:4]2[N:9]=[C:8]([C:10]#[N:11])[CH:7]=[CH:6][C:5]=2[O:12][CH3:13])[CH2:3][CH2:2]1.[H-].[H-].[H-].[H-].[Li+].[Al+3]. (5) The reactants are: C([C@H]1COC(=O)N1[C:14](=[O:31])[C@H:15]([CH2:28][CH2:29][CH3:30])[CH2:16]/[CH:17]=[CH:18]/[CH2:19][O:20][CH2:21][C:22]1[CH:27]=[CH:26][CH:25]=[CH:24][CH:23]=1)C1C=CC=CC=1.OO.O.[OH-].[Li+].S([O-])([O-])(=[O:39])=S.[Na+].[Na+]. Given the product [CH2:21]([O:20][CH2:19]/[CH:18]=[CH:17]/[CH2:16][C@@H:15]([CH2:28][CH2:29][CH3:30])[C:14]([OH:31])=[O:39])[C:22]1[CH:23]=[CH:24][CH:25]=[CH:26][CH:27]=1, predict the reactants needed to synthesize it. (6) Given the product [O:1]=[C:2]([C:9]1[CH:14]=[CH:13][C:12]([O:15][C:16]2[CH:21]=[CH:20][CH:19]=[CH:18][CH:17]=2)=[CH:11][CH:10]=1)[CH:3]([CH2:30][C:29]1[CH:28]=[CH:27][C:26]([C:25]([F:24])([F:34])[F:35])=[CH:33][CH:32]=1)[C:4]([O:6][CH2:7][CH3:8])=[O:5], predict the reactants needed to synthesize it. The reactants are: [O:1]=[C:2]([C:9]1[CH:14]=[CH:13][C:12]([O:15][C:16]2[CH:21]=[CH:20][CH:19]=[CH:18][CH:17]=2)=[CH:11][CH:10]=1)[CH2:3][C:4]([O:6][CH2:7][CH3:8])=[O:5].[H-].[Na+].[F:24][C:25]([F:35])([F:34])[C:26]1[CH:33]=[CH:32][C:29]([CH2:30]Br)=[CH:28][CH:27]=1.O. (7) Given the product [O:20]1[C:19]2[CH:23]=[CH:24][C:16]([O:15][C:5]([CH3:14])([CH2:6][C:7]3[CH:12]=[CH:11][C:10]([O:45][CH2:44][CH2:43][C:28]4[N:29]=[C:30]([C:32]5[CH:37]=[CH:36][CH:35]=[C:34]([C:38]6[S:39][CH:40]=[CH:41][CH:42]=6)[CH:33]=5)[O:31][C:27]=4[CH3:26])=[CH:9][CH:8]=3)[C:4]([OH:25])=[O:3])=[CH:17][C:18]=2[O:22][CH2:21]1, predict the reactants needed to synthesize it. The reactants are: C([O:3][C:4](=[O:25])[C:5]([O:15][C:16]1[CH:24]=[CH:23][C:19]2[O:20][CH2:21][O:22][C:18]=2[CH:17]=1)([CH3:14])[CH2:6][C:7]1[CH:12]=[CH:11][C:10](O)=[CH:9][CH:8]=1)C.[CH3:26][C:27]1[O:31][C:30]([C:32]2[CH:37]=[CH:36][CH:35]=[C:34]([C:38]3[S:39][CH:40]=[CH:41][CH:42]=3)[CH:33]=2)=[N:29][C:28]=1[CH2:43][CH2:44][O:45]S(C1C=CC(C)=CC=1)(=O)=O.C([O-])([O-])=O.[K+].[K+].[OH-].[Na+].